From a dataset of Reaction yield outcomes from USPTO patents with 853,638 reactions. Predict the reaction yield, written as a fraction of the theoretical maximum amount of product (1.0 means a 100% yield; for example, 0.34 means a 34% yield). (1) The reactants are [H-].[Na+].[Cl:3][C:4]1[CH:9]=[CH:8][C:7]([SH:10])=[CH:6][CH:5]=1.Br[C:12]1[S:16][C:15]([CH:17]=[O:18])=[CH:14][CH:13]=1. The catalyst is C1COCC1. The product is [Cl:3][C:4]1[CH:9]=[CH:8][C:7]([S:10][C:12]2[S:16][C:15]([CH:17]=[O:18])=[CH:14][CH:13]=2)=[CH:6][CH:5]=1. The yield is 0.980. (2) The reactants are [OH:1][C:2]([C:12]1[S:13][CH:14]=[CH:15][CH:16]=1)([C:7]1[S:8][CH:9]=[CH:10][CH:11]=1)[C:3]([O:5][CH3:6])=[O:4].O[C@H]1[CH2:23][CH2:22][C@H:21]([N:24]([CH3:32])[C:25](=[O:31])[O:26][C:27]([CH3:30])([CH3:29])[CH3:28])[CH2:20][CH2:19]1.[H-].[Na+]. The catalyst is C1(C)C=CC=CC=1. The product is [OH:1][C:2]([C:7]1[S:8][CH:9]=[CH:10][CH:11]=1)([C:12]1[S:13][CH:14]=[CH:15][CH:16]=1)[C:3]([O:5][C@H:6]1[CH2:23][CH2:22][C@H:21]([N:24]([C:25]([O:26][C:27]([CH3:29])([CH3:28])[CH3:30])=[O:31])[CH3:32])[CH2:20][CH2:19]1)=[O:4]. The yield is 0.690. (3) The reactants are [H-].[Na+].[Cl:3][C:4]1[CH:9]=[C:8]([OH:10])[CH:7]=[CH:6][N:5]=1.OC1C=CC=CN=1.[F:18][C:19]1[CH:24]=[C:23](F)[C:22]([F:26])=[CH:21][C:20]=1[N+:27]([O-:29])=[O:28]. The catalyst is CN(C=O)C. The product is [Cl:3][C:4]1[CH:9]=[C:8]([O:10][C:23]2[CH:24]=[C:19]([F:18])[C:20]([N+:27]([O-:29])=[O:28])=[CH:21][C:22]=2[F:26])[CH:7]=[CH:6][N:5]=1. The yield is 0.800. (4) The reactants are [Br:1][C:2]1[CH:7]=[CH:6][C:5]([CH:8]=[CH:9][CH:10]=[N:11]N(C)C)=[C:4]([O:15][C:16]([CH3:20])([C:18]#[CH:19])[CH3:17])[CH:3]=1. The catalyst is C1(C)C=C(C)C=C(C)C=1. The product is [Br:1][C:2]1[CH:7]=[CH:6][C:5]2[C:8]3[C:18](=[CH:19][N:11]=[CH:10][CH:9]=3)[C:16]([CH3:20])([CH3:17])[O:15][C:4]=2[CH:3]=1. The yield is 0.110. (5) The reactants are [Si]([O:8][C:9]1[CH:33]=[CH:32][C:12]2[N:13]([C:16]3[CH:21]=[CH:20][C:19]([O:22][CH2:23][CH2:24][O:25][CH:26]4[CH2:31][CH2:30][CH2:29][CH2:28][O:27]4)=[CH:18][CH:17]=3)[CH:14]=[N:15][C:11]=2[CH:10]=1)(C(C)(C)C)(C)C.[F-].C([N+](CCCC)(CCCC)CCCC)CCC.O1CCCC1. The catalyst is O1CCCC1. The product is [O:27]1[CH2:28][CH2:29][CH2:30][CH2:31][CH:26]1[O:25][CH2:24][CH2:23][O:22][C:19]1[CH:18]=[CH:17][C:16]([N:13]2[C:12]3[CH:32]=[CH:33][C:9]([OH:8])=[CH:10][C:11]=3[N:15]=[CH:14]2)=[CH:21][CH:20]=1. The yield is 0.720. (6) The reactants are C([O:14][C:15]([C:17]1([O:20]/[N:21]=[C:22](/[C:71]2[N:72]=[C:73]([NH:76]C(OC(C)(C)C)=O)[S:74][CH:75]=2)\[C:23]([NH:25][C@@H:26]2[C:29](=[O:30])[N:28]([S:31]([OH:34])(=[O:33])=[O:32])[C@@H:27]2[CH2:35][N:36]2[N:40]=[C:39]([CH2:41][N:42]([CH2:60][CH2:61][CH2:62][NH:63]C(OC(C)(C)C)=O)[C:43]([NH:52]C(OC(C)(C)C)=O)=[N:44]C(OC(C)(C)C)=O)[CH:38]=[N:37]2)=[O:24])[CH2:19][CH2:18]1)=[O:16])(C1C=CC=CC=1)C1C=CC=CC=1.C(O)(C(F)(F)F)=O. The catalyst is C(Cl)Cl. The product is [NH2:63][CH2:62][CH2:61][CH2:60][N:42]([CH2:41][C:39]1[CH:38]=[N:37][N:36]([CH2:35][C@@H:27]2[C@H:26]([NH:25][C:23](=[O:24])/[C:22](=[N:21]\[O:20][C:17]3([C:15]([OH:16])=[O:14])[CH2:19][CH2:18]3)/[C:71]3[N:72]=[C:73]([NH2:76])[S:74][CH:75]=3)[C:29](=[O:30])[N:28]2[S:31]([OH:34])(=[O:32])=[O:33])[N:40]=1)[C:43]([NH2:52])=[NH:44]. The yield is 0.0800.